From a dataset of Experimentally validated miRNA-target interactions with 360,000+ pairs, plus equal number of negative samples. Binary Classification. Given a miRNA mature sequence and a target amino acid sequence, predict their likelihood of interaction. (1) The miRNA is mmu-miR-804 with sequence UGUGAGUUGUUCCUCACCUGGA. The protein sequence of the target gene is MAAPEPARAAPPPPPPPPPPLGADRVVKAVPFPPTHRLTSEEVFDMDGIPRVDVLKNHLVKEGRVDEEIALRIINEGAAILRREKTMIEVEAPITVCGDIHGQFFDLMKLFEVGGSPANTRYLFLGDYVDRGYFSIECVLYLWVLKILYPSTLFLLRGNHECRHLTEYFTFKQECKIKYSERVYEACMEAFDSLPLAALLNQQFLCVHGGLSPEIHTLDDIRRLDRFKEPPAFGPMCDLLWSDPSEDFGNEKSQEHFSHNTVRGCSYFYNYPAVCEFLQNNNLLSIIRAHEAQDAGYRMY.... Result: 0 (no interaction). (2) The miRNA is hsa-miR-625-3p with sequence GACUAUAGAACUUUCCCCCUCA. The protein sequence of the target gene is MAGEAEAQLDPSLQGLVMFEDVTVYFSREEWGLLNVTQKGLYRDVMLENFALVSSLGLAPSRSPVFTQLEDDEQSWVPSWVDVTPVSRAEARRGFGLDGLCRVEDERAHPEHLKSYRVIQHQDTHSEGKPRRHTEHGAAFPPGSSCGQQQEVHVAEKLFKCSDCGKVFLKAFALLDHLITHSEERPFRCPTGRSAFKKSAHINPRKIHTGETAHVCNECGKAFSYPSKLRKHQKVHTGIKPFKCSDCGKTFNRKDALVLHQRIHTGERPYECSKCGKTFSVLSTLIRHRKVHIGERPYEC.... Result: 0 (no interaction). (3) The miRNA is hsa-miR-548p with sequence UAGCAAAAACUGCAGUUACUUU. The protein sequence of the target gene is MHQPPESTAAAAAAADISARKMAHPAMFPRRGSGSGSASALNAAGTGVGSNATSSEDFPPPSLLQPPPPAASSTSGPQPPPPQSLNLLSQAQLQAQPLAPGGTQMKKKSGFQITSVTPAQISASISSNNSIAEDTESYDDLDESHTEDLSSSEILDVSLSRATDLGEPERSSSEETLNNFQEAETPGAVSPNQPHLPQPHLPHLPQQNVVINGNAHPHHLHHHHQIHHGHHLQHGHHHPSHVAVASASITGGPPSSPVSRKLSTTGSSDSITPVAPTSAVSSSGSPASVMTNMRAPSTTG.... Result: 0 (no interaction). (4) The miRNA is dme-miR-318-3p with sequence UCACUGGGCUUUGUUUAUCUCA. The protein sequence of the target gene is MWLDRRGWLRVLGHWRYDLRRPSFTRTWSGDKGPMAETVSTQVGTEGGLRASHQQNGDAGGDAKVELSPGPPKPAGREVEPAPVGGEHPSAAAPGPGKHKKRRGATRERVVPPPKKRRTGVSFGDEHFAETSYYFEGGLRKVRPYYFDFRTYCKGRWVGHSLLHVFSTEFRAQPLAYYEAAVRAGRLQLNEKPVQDLNIVLKDNDFLRNTVHRHEPPVTAEPIRLLAENEDVVVVDKPSSIPVHPCGRFRHNTVIFILGKEHQLKELHPLHRLDRLTSGVLMFAKTAAVSERIHEQVRDR.... Result: 0 (no interaction). (5) The miRNA is hsa-miR-711 with sequence GGGACCCAGGGAGAGACGUAAG. The protein sequence of the target gene is MATEEFRGHAVRMSTQGSQPGAAPDSVAGTAGLPSGQSGGAGLRLGERPPPAMEKRGPYLVTRAPSIQAKLKKHRDHAKAVLRRKGMLGALTNRPDSSGKRSVKFNKGYTALSQSPDENLVSLDSDSDGELESRYSSGYSSAEQVNQDVSRQLLQDGYHLDEIPDDEDLDLIPPKPIASSACSCCWCCLGDSSCTLQ. Result: 0 (no interaction). (6) Result: 1 (interaction). The protein sequence of the target gene is MGVSVDVHQVYKYPFEQVVASFLRKYPNPMDKNVISVKIMEEKRDESTGVIYRKRIAICQNVVPEILRKSLSTLVILCWKKVSILKVPNIQLEEESWLNPRERNMAIRSHCLTWTQYASMKEESVFRESMENPNWTEFIQRGRISITGVGFLNCVLETFASTFLRQGAQKGIRIMEMLLKEQCGAPLAE. The miRNA is hsa-miR-4680-3p with sequence UCUGAAUUGUAAGAGUUGUUA. (7) The miRNA is hsa-miR-224-5p with sequence UCAAGUCACUAGUGGUUCCGUUUAG. The protein sequence of the target gene is MFSPDQENHPSKAPVKYGELIVLGYNGSLPNGDRGRRKSRFALFKRPKANGVKPSTVHIACTPQAAKAISNKDQHSISYTLSRAQTVVVEYTHDSNTDMFQIGRSTESPIDFVVTDTVPGSQSNSDTQSVQSTISRFACRIICERNPPFTARIYAAGFDSSKNIFLGEKAAKWKTSDGQMDGLTTNGVLVMHPRNGFTEDSKPGIWREISVCGNVFSLRETRSAQQRGKMVEIETNQLQDGSLIDLCGATLLWRTAEGLSHTPTVKHLEALRQEINAARPQCPVGFNTLAFPSMKRKDVV.... Result: 1 (interaction). (8) The miRNA is rno-miR-29c-3p with sequence UAGCACCAUUUGAAAUCGGUUA. The protein sequence of the target gene is MAGAPRGQGGGGGAGEPGGAERAAGPGGRRGFRACGEEFACPELEALFRGYTLRLEQAATLKALAVLSLLAGALALAELLGAPGPAPGLAKGSHPVHCILFLALFVVTNVRSLQVSQLQQVGQLALFFSLTFALLCCPFALGGPARSSAGGAMGSTVAEQGVWQLLLVTFVSYALLPVRSLLAIGFGLVVAASHLLVTAALVPAKRPRLWRTLGANALLFFGVNMYGVFVRILTERSQRKAFLQARNCIEDRLRLEDENEKQERLLMSLLPRNVAMEMKEDFLKPPERIFHKIYIQRHDN.... Result: 0 (no interaction). (9) The miRNA is hsa-miR-6511a-5p with sequence CAGGCAGAAGUGGGGCUGACAGG. The protein sequence of the target gene is MDNRKEPPFFNDDNMGPFYYRLHFCDTMELFIETLTGTCFELRVSPFETVISVKAKIRRLEGIPICRQHLIWNNMELENDYCLNDYNISEGCTLKLVLAMRGGPINTRRVPTDDPLRKMAEYLDSSRVEVWEKTSCSKQVTFLVYQEGDQLNFFPAVDRGDGTLTPLSDSSKKIDFHLHVLRRKGEHRMSGGSMYNSDTDEDEETEPSSSGQQIIENSITMNKMKLLKAKMKNMNLSKKPKKAVKIKPHPPVAPRPSSGSTAPSRHRLLRVLPNIGQSCSPAFGNAYPPEISRNGISSLA.... Result: 1 (interaction).